Predict the reaction yield, written as a fraction of the theoretical maximum amount of product (1.0 means a 100% yield; for example, 0.34 means a 34% yield). From a dataset of Reaction yield outcomes from USPTO patents with 853,638 reactions. (1) The reactants are CCN(C(C)C)C(C)C.[NH:10]1[CH2:13][CH2:12][CH2:11]1.F[P-](F)(F)(F)(F)F.Br[P+](N1CCCC1)(N1CCCC1)N1CCCC1.[NH2:38][C:39]1[N:40]=[CH:41][C:42]([C:51]2[CH:61]=[CH:60][C:54]([C:55]([N:57]([CH3:59])[CH3:58])=[O:56])=[CH:53][CH:52]=2)=[N:43][C:44]=1[C:45]1[O:46][C:47](=O)[NH:48][N:49]=1. The catalyst is CN(C=O)C. The product is [NH2:38][C:39]1[N:40]=[CH:41][C:42]([C:51]2[CH:52]=[CH:53][C:54]([C:55]([N:57]([CH3:59])[CH3:58])=[O:56])=[CH:60][CH:61]=2)=[N:43][C:44]=1[C:45]1[O:46][C:47]([N:10]2[CH2:13][CH2:12][CH2:11]2)=[N:48][N:49]=1. The yield is 0.150. (2) The reactants are [CH2:1]([NH:8][C:9]1[CH:14]=[CH:13][CH:12]=[CH:11][CH:10]=1)[C:2]1[CH:7]=[CH:6][CH:5]=[CH:4][CH:3]=1.[Cl:15][C:16](Cl)([O:18]C(=O)OC(Cl)(Cl)Cl)Cl. The catalyst is CC(CC(C)C)=O. The product is [CH2:1]([N:8]([C:9]1[CH:14]=[CH:13][CH:12]=[CH:11][CH:10]=1)[C:16]([Cl:15])=[O:18])[C:2]1[CH:7]=[CH:6][CH:5]=[CH:4][CH:3]=1. The yield is 1.00. (3) The reactants are [Al+3].[Cl-].[Cl-].[Cl-].[CH3:5][O:6][C:7](=[O:11])[C:8](Cl)=[O:9].[C:12]1([OH:22])[C:21]2[C:16](=[CH:17][CH:18]=[CH:19][CH:20]=2)[CH:15]=[CH:14][CH:13]=1.O. The catalyst is C(Cl)Cl. The product is [CH3:5][O:6][C:7](=[O:11])[C:8]([C:15]1[C:16]2[C:21](=[CH:20][CH:19]=[CH:18][CH:17]=2)[C:12]([OH:22])=[CH:13][CH:14]=1)=[O:9]. The yield is 0.380. (4) The reactants are [N:1]1([C:6]2[C:10]3[CH2:11][NH:12][CH2:13][CH2:14][C:9]=3[NH:8][N:7]=2)[CH2:5][CH2:4][CH2:3][CH2:2]1.[Cl:15][C:16]1[CH:21]=[CH:20][CH:19]=[C:18]([N:22]=[C:23]=[O:24])[CH:17]=1.C1(C2C3CN(C(OC(C)(C)C)=O)CCC=3NN=2)CCCC=1. The catalyst is C(Cl)Cl. The product is [Cl:15][C:16]1[CH:17]=[C:18]([NH:22][C:23]([N:12]2[CH2:13][CH2:14][C:9]3[NH:8][N:7]=[C:6]([N:1]4[CH2:2][CH2:3][CH2:4][CH2:5]4)[C:10]=3[CH2:11]2)=[O:24])[CH:19]=[CH:20][CH:21]=1. The yield is 0.366. (5) The reactants are Cl[C:2]1[CH:3]=[CH:4][C:5]2[N:6]([C:8]([C:18]3[CH:23]=[CH:22][N:21]=[C:20]([NH:24][CH:25]4[CH2:30][CH2:29][CH2:28][CH2:27][CH2:26]4)[CH:19]=3)=[C:9]([C:11]3[CH:16]=[CH:15][CH:14]=[C:13]([CH3:17])[CH:12]=3)[N:10]=2)[N:7]=1.C(=O)([O-])O.[Na+].[CH3:36][NH:37][CH3:38].O1CCCC1. No catalyst specified. The product is [CH:25]1([NH:24][C:20]2[CH:19]=[C:18]([C:8]3[N:6]4[N:7]=[C:2]([N:37]([CH3:38])[CH3:36])[CH:3]=[CH:4][C:5]4=[N:10][C:9]=3[C:11]3[CH:16]=[CH:15][CH:14]=[C:13]([CH3:17])[CH:12]=3)[CH:23]=[CH:22][N:21]=2)[CH2:30][CH2:29][CH2:28][CH2:27][CH2:26]1. The yield is 0.770. (6) The reactants are [O:1]1[C:5]2[CH:6]=[CH:7][C:8]([C:10]3([C:13]([OH:15])=O)[CH2:12][CH2:11]3)=[CH:9][C:4]=2[O:3][CH2:2]1.CN(C)C=O.C(N(CC)CC)C.[NH2:28][C:29]1[CH:30]=[C:31]2[C:35](=[CH:36][CH:37]=1)[NH:34][C:33]([C:38]([O:40][CH2:41][CH3:42])=[O:39])=[CH:32]2. The catalyst is S(Cl)(Cl)=O.ClCCl. The product is [O:1]1[C:5]2[CH:6]=[CH:7][C:8]([C:10]3([C:13]([NH:28][C:29]4[CH:30]=[C:31]5[C:35](=[CH:36][CH:37]=4)[NH:34][C:33]([C:38]([O:40][CH2:41][CH3:42])=[O:39])=[CH:32]5)=[O:15])[CH2:11][CH2:12]3)=[CH:9][C:4]=2[O:3][CH2:2]1. The yield is 0.880.